Dataset: Full USPTO retrosynthesis dataset with 1.9M reactions from patents (1976-2016). Task: Predict the reactants needed to synthesize the given product. (1) Given the product [S:16]1[C:20]([C:21]2[CH:22]=[C:23]([NH:30][C:13]([C:9]3[O:8][CH:12]=[CH:11][CH:10]=3)=[O:15])[CH:24]=[C:25]3[C:29]=2[NH:28][N:27]=[CH:26]3)=[CH:19][C:18]2[CH:31]=[CH:32][CH:33]=[CH:34][C:17]1=2, predict the reactants needed to synthesize it. The reactants are: CN1CCOCC1.[O:8]1[CH:12]=[CH:11][CH:10]=[C:9]1[C:13]([OH:15])=O.[S:16]1[C:20]([C:21]2[CH:22]=[C:23]([NH2:30])[CH:24]=[C:25]3[C:29]=2[NH:28][N:27]=[CH:26]3)=[CH:19][C:18]2[CH:31]=[CH:32][CH:33]=[CH:34][C:17]1=2.CN(C=O)C. (2) Given the product [CH3:28][N:26]1[CH:27]=[C:23]([N:18]2[CH:19]=[CH:20][C:21](=[O:22])[C:16]([CH:14]([C:10]3[CH:9]=[C:8]([C:5]4[N:6]=[CH:7][C:2]([O:1][CH:34]5[CH2:39][CH2:38][N:37]([C:40]([O:42][C:43]([CH3:46])([CH3:45])[CH3:44])=[O:41])[CH2:36][CH2:35]5)=[CH:3][N:4]=4)[CH:13]=[CH:12][CH:11]=3)[CH3:15])=[N:17]2)[CH:24]=[N:25]1, predict the reactants needed to synthesize it. The reactants are: [OH:1][C:2]1[CH:3]=[N:4][C:5]([C:8]2[CH:9]=[C:10]([CH:14]([C:16]3[C:21](=[O:22])[CH:20]=[CH:19][N:18]([C:23]4[CH:24]=[N:25][N:26]([CH3:28])[CH:27]=4)[N:17]=3)[CH3:15])[CH:11]=[CH:12][CH:13]=2)=[N:6][CH:7]=1.CS(O[CH:34]1[CH2:39][CH2:38][N:37]([C:40]([O:42][C:43]([CH3:46])([CH3:45])[CH3:44])=[O:41])[CH2:36][CH2:35]1)(=O)=O.[Na+].[I-]. (3) Given the product [CH2:14]([O:12][C:11]1[CH:10]=[CH:9][C:4]([C:5]([O:7][CH3:8])=[O:6])=[CH:3][C:2]=1[Br:1])[C:15]1[CH:20]=[CH:19][CH:18]=[CH:17][CH:16]=1, predict the reactants needed to synthesize it. The reactants are: [Br:1][C:2]1[CH:3]=[C:4]([CH:9]=[CH:10][C:11]=1[OH:12])[C:5]([O:7][CH3:8])=[O:6].Br[CH2:14][C:15]1[CH:20]=[CH:19][CH:18]=[CH:17][CH:16]=1.C(=O)([O-])[O-].[Cs+].[Cs+]. (4) Given the product [K:1].[OH:9][C:10]1[C:11]([N:22]2[S:26](=[O:28])(=[O:27])[NH:25][C:24](=[O:29])[CH2:23]2)=[CH:12][C:13]2[C:18]([CH:19]=1)=[CH:17][CH:16]=[C:15]([O:20][CH3:21])[CH:14]=2, predict the reactants needed to synthesize it. The reactants are: [K:1].C([O:9][C:10]1[C:11]([N:22]2[S:26](=[O:28])(=[O:27])[NH:25][C:24](=[O:29])[CH2:23]2)=[CH:12][C:13]2[C:18]([CH:19]=1)=[CH:17][CH:16]=[C:15]([O:20][CH3:21])[CH:14]=2)C1C=CC=CC=1. (5) Given the product [Br:1][C:2]1[CH:3]=[C:4]([C:9]([O:11][CH3:12])=[O:10])[CH:5]=[N:6][C:7]=1[O:8][CH:14]1[CH2:19][CH2:18][N:17]([C:20]([O:22][C:23]([CH3:26])([CH3:25])[CH3:24])=[O:21])[CH2:16][CH2:15]1, predict the reactants needed to synthesize it. The reactants are: [Br:1][C:2]1[CH:3]=[C:4]([C:9]([O:11][CH3:12])=[O:10])[CH:5]=[N:6][C:7]=1[OH:8].O[CH:14]1[CH2:19][CH2:18][N:17]([C:20]([O:22][C:23]([CH3:26])([CH3:25])[CH3:24])=[O:21])[CH2:16][CH2:15]1.C1(P(C2C=CC=CC=2)C2C=CC=CC=2)C=CC=CC=1.N(C(OCC)=O)=NC(OCC)=O.